From a dataset of CYP2D6 inhibition data for predicting drug metabolism from PubChem BioAssay. Regression/Classification. Given a drug SMILES string, predict its absorption, distribution, metabolism, or excretion properties. Task type varies by dataset: regression for continuous measurements (e.g., permeability, clearance, half-life) or binary classification for categorical outcomes (e.g., BBB penetration, CYP inhibition). Dataset: cyp2d6_veith. (1) The compound is CCOc1ccc(NC(=S)NC(=O)/C=C/c2ccc(C)cc2)c([N+](=O)[O-])c1. The result is 0 (non-inhibitor). (2) The molecule is Cc1c(C(c2cccc([N+](=O)[O-])c2O)c2c(C)n(C)n(-c3ccccc3)c2=O)c(=O)n(-c2ccccc2)n1C. The result is 0 (non-inhibitor). (3) The compound is Cc1nc2cnc(Oc3cccc(Cl)c3)nc2n(C[C@H]2CCCO2)c1=O. The result is 0 (non-inhibitor). (4) The drug is C=CCN1C[C@H](C)N([C@H](c2ccc(C(=O)N(CC)CC)cc2)c2cccc(OC)c2)C[C@H]1C. The result is 1 (inhibitor).